From a dataset of Full USPTO retrosynthesis dataset with 1.9M reactions from patents (1976-2016). Predict the reactants needed to synthesize the given product. (1) Given the product [I:27][C:11]1[CH:10]=[N:9][N:8]2[C:3]([C:2]([F:26])([F:25])[F:1])=[CH:4][C:5]([C:15]3[CH:20]=[CH:19][C:18]([C:21]([F:24])([F:23])[F:22])=[CH:17][CH:16]=3)=[CH:6][C:7]=12, predict the reactants needed to synthesize it. The reactants are: [F:1][C:2]([F:26])([F:25])[C:3]1[N:8]2[N:9]=[CH:10][C:11](C(O)=O)=[C:7]2[CH:6]=[C:5]([C:15]2[CH:20]=[CH:19][C:18]([C:21]([F:24])([F:23])[F:22])=[CH:17][CH:16]=2)[CH:4]=1.[IH:27].Br.CC([O-])=O.[Na+].ICl.[O-]S([O-])=O.[Na+].[Na+]. (2) Given the product [I:1][C:2]1[CH:3]=[C:4]([NH:8][C:9](=[S:10])[NH:11][C:12]2[S:16][C:15]([S:17]([NH2:20])(=[O:19])=[O:18])=[N:14][N:13]=2)[CH:5]=[CH:6][CH:7]=1, predict the reactants needed to synthesize it. The reactants are: [I:1][C:2]1[CH:7]=[CH:6][CH:5]=[C:4]([N:8]=[C:9]=[S:10])[CH:3]=1.[NH2:11][C:12]1[S:16][C:15]([S:17]([NH2:20])(=[O:19])=[O:18])=[N:14][N:13]=1.C([O-])([O-])=O.[K+].[K+]. (3) Given the product [CH3:1][O:2][C:3]1[CH:8]=[CH:7][CH:6]=[CH:5][C:4]=1[CH:9]1[CH2:15][CH:14]2[NH:16][CH:11]([CH2:12][CH2:13]2)[CH2:10]1, predict the reactants needed to synthesize it. The reactants are: [CH3:1][O:2][C:3]1[CH:8]=[CH:7][CH:6]=[CH:5][C:4]=1[C:9]1[CH2:15][CH:14]2[NH:16][CH:11]([CH2:12][CH2:13]2)[CH:10]=1. (4) Given the product [F:31][C:32]1[CH:33]=[CH:34][C:35]([CH2:38][O:39][C:40]2[CH:48]=[CH:47][C:46]([C:49]3[CH:50]=[N:51][N:52]([CH2:54][CH2:55][N:56]4[CH2:61][CH2:60][O:59][CH2:58][CH2:57]4)[CH:53]=3)=[CH:45][C:41]=2[C:42]([NH:7][C:3]2[CH:2]=[N:1][CH:6]=[CH:5][CH:4]=2)=[O:43])=[CH:36][CH:37]=1, predict the reactants needed to synthesize it. The reactants are: [N:1]1[CH:6]=[CH:5][CH:4]=[C:3]([NH2:7])[CH:2]=1.ON1C2N=CC=CC=2N=N1.C(Cl)CCl.C(N(C(C)C)CC)(C)C.[F:31][C:32]1[CH:37]=[CH:36][C:35]([CH2:38][O:39][C:40]2[CH:48]=[CH:47][C:46]([C:49]3[CH:50]=[N:51][N:52]([CH2:54][CH2:55][N:56]4[CH2:61][CH2:60][O:59][CH2:58][CH2:57]4)[CH:53]=3)=[CH:45][C:41]=2[C:42](O)=[O:43])=[CH:34][CH:33]=1. (5) Given the product [CH2:1]([N:5]([C:20]1[CH:21]=[CH:22][CH:23]=[CH:24][CH:25]=1)[C:6](=[O:19])[NH:7][CH2:8][C:9]1[CH:18]=[CH:17][C:12]([C:13]([O:15][CH3:16])=[O:14])=[CH:11][CH:10]=1)[CH3:2], predict the reactants needed to synthesize it. The reactants are: [CH2:1]([N:5]([C:20]1[CH:25]=[CH:24][CH:23]=[CH:22][CH:21]=1)[C:6](=[O:19])[NH:7][CH2:8][C:9]1[CH:18]=[CH:17][C:12]([C:13]([O:15][CH3:16])=[O:14])=[CH:11][CH:10]=1)[CH2:2]CC.C(NC1C=CC=CC=1)C. (6) Given the product [CH3:7][C:6]1[C:5]2[CH:4]=[C:20]([CH3:21])[C:31]([C:13]3[S:12][C:11]([C:9]([NH:8][C:6]4[CH:7]=[CH:2][CH:3]=[CH:4][C:5]=4[F:16])=[O:10])=[CH:15][CH:14]=3)=[CH:32][C:22]=2[O:25][N:8]=1, predict the reactants needed to synthesize it. The reactants are: Br[C:2]1[CH:3]=[CH:4][C:5]([F:16])=[C:6]([NH:8][C:9]([C:11]2[S:12][CH:13]=[CH:14][CH:15]=2)=[O:10])[CH:7]=1.O1[CH2:21][CH2:20]OB1.[C:22](=[O:25])([O-])[O-].[Na+].[Na+].CC(=O)O[CH2:31][CH3:32].[Cl-].[Na+].O. (7) Given the product [CH2:17]([O:16][C:14]([N:13]1[C:10]2([CH2:25][CH2:26][CH2:27][NH:8][CH2:9]2)[CH:11]([CH3:24])[CH2:12]1)=[O:15])[C:18]1[CH:19]=[CH:20][CH:21]=[CH:22][CH:23]=1, predict the reactants needed to synthesize it. The reactants are: C(OC([N:8]1[CH2:27][CH2:26][CH2:25][C:10]2([N:13]([C:14]([O:16][CH2:17][C:18]3[CH:23]=[CH:22][CH:21]=[CH:20][CH:19]=3)=[O:15])[CH2:12][CH:11]2[CH3:24])[CH2:9]1)=O)(C)(C)C.FC(F)(F)C(O)=O.[OH-].[Na+]. (8) Given the product [CH3:21][C:20]1([CH3:22])[O:17][C@H:14]([CH2:13][CH2:12][C:10]2[NH:9][N:8]=[C:7]([C:1]3[CH:2]=[CH:3][CH:4]=[CH:5][CH:6]=3)[CH:11]=2)[CH2:15][O:16]1, predict the reactants needed to synthesize it. The reactants are: [C:1]1([C:7]2[CH:11]=[C:10]([CH2:12][CH2:13][C@@H:14]([OH:17])[CH2:15][OH:16])[NH:9][N:8]=2)[CH:6]=[CH:5][CH:4]=[CH:3][CH:2]=1.CO[C:20](OC)([CH3:22])[CH3:21].CC1C=CC(S(O)(=O)=O)=CC=1. (9) The reactants are: [CH2:1]([O:8][C:9]1[C:10](=[O:17])[CH:11]=[C:12]([CH2:15][OH:16])[O:13][CH:14]=1)[C:2]1[CH:7]=[CH:6][CH:5]=[CH:4][CH:3]=1.C(N(CC)CC)C.[CH3:25][S:26](Cl)(=[O:28])=[O:27].C(Cl)Cl.CO. Given the product [CH2:1]([O:8][C:9]1[C:10](=[O:17])[CH:11]=[C:12]([CH2:15][O:16][S:26]([CH3:25])(=[O:28])=[O:27])[O:13][CH:14]=1)[C:2]1[CH:3]=[CH:4][CH:5]=[CH:6][CH:7]=1, predict the reactants needed to synthesize it.